Dataset: Catalyst prediction with 721,799 reactions and 888 catalyst types from USPTO. Task: Predict which catalyst facilitates the given reaction. (1) Reactant: [OH:1][CH2:2][C:3]([CH3:12])([CH3:11])[C:4]([O:6][C:7]([CH3:10])([CH3:9])[CH3:8])=[O:5].CS(O[CH2:18][CH2:19][O:20][CH2:21][CH2:22][O:23][CH2:24][C:25]1[CH:30]=[CH:29][CH:28]=[CH:27][CH:26]=1)(=O)=O.[H-].[Na+]. Product: [CH2:24]([O:23][CH2:22][CH2:21][O:20][CH2:19][CH2:18][O:1][CH2:2][C:3]([CH3:12])([CH3:11])[C:4]([O:6][C:7]([CH3:10])([CH3:9])[CH3:8])=[O:5])[C:25]1[CH:30]=[CH:29][CH:28]=[CH:27][CH:26]=1. The catalyst class is: 3. (2) Reactant: FC(F)(F)C([N:5]=[S:6]([CH2:13][C:14]([O:16][CH3:17])=[O:15])([CH2:8][C:9]([O:11][CH3:12])=[O:10])=[O:7])=O.Cl. Product: [S:6]([CH2:8][C:9]([O:11][CH3:12])=[O:10])([CH2:13][C:14]([O:16][CH3:17])=[O:15])(=[NH:5])=[O:7]. The catalyst class is: 5. (3) Reactant: [Br:1][C:2]1[CH:3]=[C:4]([O:8][CH2:9][CH2:10][CH2:11][NH:12][CH3:13])[CH:5]=[N:6][CH:7]=1.[O:14]=[C:15]([OH:27])[C@@H:16]([C@H:18]([C@H:20]([C@@H:22]([C:24]([OH:26])=[O:25])[OH:23])[OH:21])[OH:19])[OH:17].O. Product: [O:14]=[C:15]([OH:27])[C@@H:16]([C@H:18]([C@H:20]([C@@H:22]([C:24]([OH:26])=[O:25])[OH:23])[OH:21])[OH:19])[OH:17].[Br:1][C:2]1[CH:3]=[C:4]([O:8][CH2:9][CH2:10][CH2:11][NH:12][CH3:13])[CH:5]=[N:6][CH:7]=1.[Br:1][C:2]1[CH:3]=[C:4]([O:8][CH2:9][CH2:10][CH2:11][NH:12][CH3:13])[CH:5]=[N:6][CH:7]=1. The catalyst class is: 8.